This data is from Forward reaction prediction with 1.9M reactions from USPTO patents (1976-2016). The task is: Predict the product of the given reaction. Given the reactants C([N:8]1[CH2:13][CH2:12][CH:11]([CH2:14][O:15][C:16]2[C:28]([CH3:29])=[CH:27][C:19]([C:20]([O:22][C:23]([CH3:26])([CH3:25])[CH3:24])=[O:21])=[C:18]([F:30])[CH:17]=2)[CH2:10][CH2:9]1)C1C=CC=CC=1.C([O-])=O.[NH4+], predict the reaction product. The product is: [F:30][C:18]1[CH:17]=[C:16]([O:15][CH2:14][CH:11]2[CH2:10][CH2:9][NH:8][CH2:13][CH2:12]2)[C:28]([CH3:29])=[CH:27][C:19]=1[C:20]([O:22][C:23]([CH3:26])([CH3:25])[CH3:24])=[O:21].